From a dataset of Full USPTO retrosynthesis dataset with 1.9M reactions from patents (1976-2016). Predict the reactants needed to synthesize the given product. (1) Given the product [CH3:1][O:2][C:3](=[O:32])[CH2:4][C:5]1[CH:10]=[CH:9][CH:8]=[C:7]([CH2:11][N:12]([CH2:13][CH2:14][CH2:15][N:16]2[C:24](=[O:25])[NH:23][C:22]3[C:17]2=[N:18][C:19]([O:27][CH2:28][CH2:29][CH2:30][CH3:31])=[N:20][C:21]=3[NH2:26])[C:50]([CH:47]2[CH2:48][CH2:49][N:44]([CH3:43])[CH2:45][CH2:46]2)=[O:51])[CH:6]=1, predict the reactants needed to synthesize it. The reactants are: [CH3:1][O:2][C:3](=[O:32])[CH2:4][C:5]1[CH:10]=[CH:9][CH:8]=[C:7]([CH2:11][NH:12][CH2:13][CH2:14][CH2:15][N:16]2[C:24](=[O:25])[NH:23][C:22]3[C:17]2=[N:18][C:19]([O:27][CH2:28][CH2:29][CH2:30][CH3:31])=[N:20][C:21]=3[NH2:26])[CH:6]=1.C(N(C(C)C)CC)(C)C.Cl.[CH3:43][N:44]1[CH2:49][CH2:48][CH:47]([C:50](O)=[O:51])[CH2:46][CH2:45]1.CN(C(ON1N=NC2C=CC=NC1=2)=[N+](C)C)C.F[P-](F)(F)(F)(F)F. (2) The reactants are: Br[C:2]1[CH:3]=[CH:4][C:5]([N:26]2[CH2:31][CH2:30][O:29][CH2:28][CH2:27]2)=[C:6]([C:8]([N:10]2[CH2:15][CH2:14][N:13]([C:16]3[CH:21]=[CH:20][C:19]([C:22]([F:25])([F:24])[F:23])=[CH:18][CH:17]=3)[CH2:12][CH2:11]2)=[O:9])[CH:7]=1.[CH:32]1([C:35]2[NH:36][CH:37]=[CH:38][N:39]=2)[CH2:34][CH2:33]1. Given the product [CH:32]1([C:35]2[N:36]([C:2]3[CH:3]=[CH:4][C:5]([N:26]4[CH2:31][CH2:30][O:29][CH2:28][CH2:27]4)=[C:6]([C:8]([N:10]4[CH2:15][CH2:14][N:13]([C:16]5[CH:21]=[CH:20][C:19]([C:22]([F:25])([F:24])[F:23])=[CH:18][CH:17]=5)[CH2:12][CH2:11]4)=[O:9])[CH:7]=3)[CH:37]=[CH:38][N:39]=2)[CH2:34][CH2:33]1, predict the reactants needed to synthesize it. (3) Given the product [CH3:1][O:2][C:3]1[CH:15]=[CH:14][CH:13]=[CH:12][C:4]=1[CH:5]=[C:6]1[CH2:10][CH2:9][N:8]([CH2:21][CH2:20][O:19][CH3:18])[C:7]1=[O:11], predict the reactants needed to synthesize it. The reactants are: [CH3:1][O:2][C:3]1[CH:15]=[CH:14][CH:13]=[CH:12][C:4]=1[CH:5]=[C:6]1[CH2:10][CH2:9][NH:8][C:7]1=[O:11].[H-].[Na+].[CH3:18][O:19][CH2:20][CH2:21]Cl.O. (4) Given the product [CH3:35][O:36][C:37]1[N:42]=[C:41]([C:43]([NH:3][NH:2][C:1]([O:5][CH2:6][C:7]2[CH:12]=[CH:11][CH:10]=[CH:9][CH:8]=2)=[O:4])=[O:44])[CH:40]=[CH:39][C:38]=1[N:46]1[CH:50]=[C:49]([CH3:51])[N:48]=[CH:47]1, predict the reactants needed to synthesize it. The reactants are: [C:1]([O:5][CH2:6][C:7]1[CH:12]=[CH:11][CH:10]=[CH:9][CH:8]=1)(=[O:4])[NH:2][NH2:3].ON1C2C=CC=CC=2N=N1.Cl.C(N=C=NCCCN(C)C)C.[CH3:35][O:36][C:37]1[N:42]=[C:41]([C:43](O)=[O:44])[CH:40]=[CH:39][C:38]=1[N:46]1[CH:50]=[C:49]([CH3:51])[N:48]=[CH:47]1.C(N(C(C)C)CC)(C)C.C(=O)(O)[O-].[Na+]. (5) Given the product [CH2:17]([O:16][C:12](=[O:15])/[CH:13]=[CH:14]/[C:2]1[CH:11]=[CH:10][CH:9]=[C:4]([CH2:5][N:6]([CH3:8])[CH3:7])[CH:3]=1)[CH3:18], predict the reactants needed to synthesize it. The reactants are: Br[C:2]1[CH:3]=[C:4]([CH:9]=[CH:10][CH:11]=1)[CH2:5][N:6]([CH3:8])[CH3:7].[C:12]([O:16][CH2:17][CH3:18])(=[O:15])[CH:13]=[CH2:14].C1(C)C=CC=CC=1P(C1C=CC=CC=1C)C1C=CC=CC=1C.CCN(CC)CC. (6) Given the product [S:1]1[CH:5]=[CH:4][CH:3]=[C:2]1[C:6]1[N:10]2[N:11]=[C:12]([S:15][CH2:16][C:17]([OH:19])=[O:18])[CH:13]=[CH:14][C:9]2=[N:8][N:7]=1, predict the reactants needed to synthesize it. The reactants are: [S:1]1[CH:5]=[CH:4][CH:3]=[C:2]1[C:6]1[N:10]2[N:11]=[C:12]([S:15][CH2:16][C:17]([O:19]CC)=[O:18])[CH:13]=[CH:14][C:9]2=[N:8][N:7]=1.[OH-].[Na+].